From a dataset of Reaction yield outcomes from USPTO patents with 853,638 reactions. Predict the reaction yield, written as a fraction of the theoretical maximum amount of product (1.0 means a 100% yield; for example, 0.34 means a 34% yield). The reactants are [NH:1]1[C:9]2[C:4](=[N:5][CH:6]=[C:7]([C:10]([OH:12])=O)[CH:8]=2)[N:3]=[CH:2]1.[NH:13]1[CH2:18][CH2:17][CH2:16][C@@H:15]2[C:19]3[CH:20]=[CH:21][CH:22]=[CH:23][C:24]=3[CH2:25][C@H:14]12.F[P-](F)(F)(F)(F)F.N1(OC(N(C)C)=[N+](C)C)C2N=CC=CC=2N=N1. No catalyst specified. The product is [N:13]1([C:10]([C:7]2[CH:8]=[C:9]3[NH:1][CH:2]=[N:3][C:4]3=[N:5][CH:6]=2)=[O:12])[CH2:18][CH2:17][CH2:16][C@@H:15]2[C:19]3[CH:20]=[CH:21][CH:22]=[CH:23][C:24]=3[CH2:25][C@H:14]12. The yield is 0.710.